The task is: Predict the reactants needed to synthesize the given product.. This data is from Full USPTO retrosynthesis dataset with 1.9M reactions from patents (1976-2016). (1) Given the product [ClH:18].[CH3:1][C:2]1([C:8]([OH:10])=[O:9])[CH2:7][CH2:6][NH:5][CH2:4][CH2:3]1, predict the reactants needed to synthesize it. The reactants are: [CH3:1][C:2]1([C:8]([O:10]C)=[O:9])[CH2:7][CH2:6][NH:5][CH2:4][CH2:3]1.C[Si](C)(C)[O-].[K+].[ClH:18].O1CCOCC1. (2) Given the product [CH3:18][O:19][C:20]1[CH:29]=[CH:28][C:27]([N:30]2[CH2:31][CH2:32][N:33]([CH3:36])[CH2:34][CH2:35]2)=[C:26]2[C:21]=1[CH2:22][CH2:23][N:24]([C:15](=[O:17])[CH2:14][C:11]1[CH:10]=[CH:9][C:8]([S:5]([NH:4][CH2:1][CH2:2][CH3:3])(=[O:6])=[O:7])=[CH:13][CH:12]=1)[CH2:25]2, predict the reactants needed to synthesize it. The reactants are: [CH2:1]([NH:4][S:5]([C:8]1[CH:13]=[CH:12][C:11]([CH2:14][C:15]([OH:17])=O)=[CH:10][CH:9]=1)(=[O:7])=[O:6])[CH2:2][CH3:3].[CH3:18][O:19][C:20]1[CH:29]=[CH:28][C:27]([N:30]2[CH2:35][CH2:34][N:33]([CH3:36])[CH2:32][CH2:31]2)=[C:26]2[C:21]=1[CH2:22][CH2:23][NH:24][CH2:25]2.CN(C(ON1N=NC2C=CC=NC1=2)=[N+](C)C)C.F[P-](F)(F)(F)(F)F. (3) Given the product [F:1][C:2]1[CH:9]=[CH:8][CH:7]=[CH:6][C:3]=1[CH2:4][NH:5][C:54](=[O:55])[C:53]1[CH:52]=[CH:51][C:50]([C:49]2[CH:48]=[CH:47][N:46]=[C:45]3[NH:41][CH:42]=[CH:43][C:44]=23)=[CH:58][CH:57]=1, predict the reactants needed to synthesize it. The reactants are: [F:1][C:2]1[CH:9]=[CH:8][CH:7]=[CH:6][C:3]=1[CH2:4][NH2:5].CCN=C=NCCCN(C)C.Cl.C1C=CC2N(O)N=NC=2C=1.C(N(CC)C(C)C)(C)C.[NH:41]1[C:45]2=[N:46][CH:47]=[CH:48][C:49]([C:50]3[CH:58]=[CH:57][C:53]([C:54](O)=[O:55])=[CH:52][CH:51]=3)=[C:44]2[CH:43]=[CH:42]1. (4) Given the product [CH3:24][O:25][C:26](=[O:59])[CH2:27][O:28][C:29]1[CH:34]=[CH:33][C:32]([CH2:35][N:36]2[C:44]3[C:39](=[CH:40][C:41]([NH:45][S:46]([C:49]4[CH:50]=[CH:51][C:52]([C:55]([CH3:57])([CH3:56])[CH3:58])=[CH:53][CH:54]=4)(=[O:48])=[O:47])=[CH:42][CH:43]=3)[CH:38]=[CH:37]2)=[CH:31][CH:30]=1.[C:55]([C:52]1[CH:51]=[CH:50][C:49]([S:46]([NH:45][C:41]2[CH:40]=[C:39]3[C:44](=[CH:43][CH:42]=2)[N:36]([CH2:35][C:32]2[CH:31]=[CH:30][C:29]([O:28][CH2:27][C:26]([OH:59])=[O:25])=[CH:34][CH:33]=2)[CH:37]=[CH:38]3)(=[O:47])=[O:48])=[CH:54][CH:53]=1)([CH3:58])([CH3:56])[CH3:57], predict the reactants needed to synthesize it. The reactants are: COC(=O)COC1C=CC(CN2C3C(=CC(N)=CC=3)C=C2)=CC=1.[CH3:24][O:25][C:26](=[O:59])[CH2:27][O:28][C:29]1[CH:34]=[CH:33][C:32]([CH2:35][N:36]2[C:44]3[C:39](=[CH:40][C:41]([NH:45][S:46]([C:49]4[CH:54]=[CH:53][C:52]([C:55]([CH3:58])([CH3:57])[CH3:56])=[CH:51][CH:50]=4)(=[O:48])=[O:47])=[CH:42][CH:43]=3)[CH:38]=[CH:37]2)=[CH:31][CH:30]=1. (5) Given the product [CH3:14][C@H:12]1[CH2:13][NH:8][CH2:9][C@@H:10]([NH:15][C:16](=[O:22])[O:17][C:18]([CH3:21])([CH3:20])[CH3:19])[CH2:11]1, predict the reactants needed to synthesize it. The reactants are: C([N:8]1[CH2:13][C@H:12]([CH3:14])[CH2:11][C@H:10]([NH:15][C:16](=[O:22])[O:17][C:18]([CH3:21])([CH3:20])[CH3:19])[CH2:9]1)C1C=CC=CC=1.CC(O)=O.